This data is from Reaction yield outcomes from USPTO patents with 853,638 reactions. The task is: Predict the reaction yield, written as a fraction of the theoretical maximum amount of product (1.0 means a 100% yield; for example, 0.34 means a 34% yield). (1) The reactants are O[Li].O.[CH2:4]([O:11][C:12]1[CH:17]=[CH:16][C:15]([C:18]2[NH:32][C:21]3=[N:22][CH:23]=[CH:24][C:25]([CH2:26][C:27]([O:29]CC)=[O:28])=[C:20]3[N:19]=2)=[CH:14][CH:13]=1)[C:5]1[CH:10]=[CH:9][CH:8]=[CH:7][CH:6]=1. The catalyst is CO.C1COCC1.O. The product is [CH2:4]([O:11][C:12]1[CH:13]=[CH:14][C:15]([C:18]2[NH:32][C:21]3=[N:22][CH:23]=[CH:24][C:25]([CH2:26][C:27]([OH:29])=[O:28])=[C:20]3[N:19]=2)=[CH:16][CH:17]=1)[C:5]1[CH:6]=[CH:7][CH:8]=[CH:9][CH:10]=1. The yield is 0.490. (2) The reactants are [NH2:1][C:2]1[CH2:29][O:28][CH2:27][C:4]2([C:17]3[CH:16]=[C:15]([OH:18])[CH:14]=[C:13]([F:19])[C:12]=3[O:11][C:10]3[C:5]2=[CH:6][C:7]([C:20]2[C:21]([F:26])=[N:22][CH:23]=[CH:24][CH:25]=2)=[CH:8][CH:9]=3)[N:3]=1.CN(C=O)C.FC(F)(F)S(O[CH2:41][C:42]([F:45])([CH3:44])[CH3:43])(=O)=O. The catalyst is O. The product is [F:19][C:13]1[C:12]2[O:11][C:10]3[C:5](=[CH:6][C:7]([C:20]4[C:21]([F:26])=[N:22][CH:23]=[CH:24][CH:25]=4)=[CH:8][CH:9]=3)[C:4]3([N:3]=[C:2]([NH2:1])[CH2:29][O:28][CH2:27]3)[C:17]=2[CH:16]=[C:15]([O:18][CH2:41][C:42]([F:45])([CH3:44])[CH3:43])[CH:14]=1. The yield is 0.730. (3) The reactants are [Cl:1][C:2]1[CH:3]=[C:4]([CH:13]=[CH:14][C:15]=1[Cl:16])[O:5][C:6]1[CH:7]=[N:8][C:9]([OH:12])=[N:10][CH:11]=1.[CH3:17][N:18]([C:22]1[CH:27]=[CH:26][CH:25]=[CH:24][CH:23]=1)[C:19](Cl)=[O:20].N12CCN(CC1)CC2.O. The catalyst is CN(C)C=O. The product is [Cl:1][C:2]1[CH:3]=[C:4]([CH:13]=[CH:14][C:15]=1[Cl:16])[O:5][C:6]1[CH:11]=[N:10][C:9]([O:12][C:19](=[O:20])[N:18]([CH3:17])[C:22]2[CH:27]=[CH:26][CH:25]=[CH:24][CH:23]=2)=[N:8][CH:7]=1. The yield is 0.650. (4) The yield is 1.00. The reactants are [CH3:1][O:2][C:3]1[CH:8]=[C:7]([O:9][CH3:10])[CH:6]=[CH:5][C:4]=1[C:11]1[N:12]([CH2:17][CH:18]([CH3:20])[CH3:19])[C:13](S)=[N:14][N:15]=1. The product is [CH3:1][O:2][C:3]1[CH:8]=[C:7]([O:9][CH3:10])[CH:6]=[CH:5][C:4]=1[C:11]1[N:12]([CH2:17][CH:18]([CH3:20])[CH3:19])[CH:13]=[N:14][N:15]=1. The catalyst is C(O)C.[Ni]. (5) The reactants are [C:1]([C:5]1[C:6](=[O:16])[C:7](=[O:15])[CH:8]=[C:9]([C:11]([CH3:14])([CH3:13])[CH3:12])[CH:10]=1)([CH3:4])([CH3:3])[CH3:2].[N+:17]([O-])([OH:19])=[O:18].O. The catalyst is C(O)(=O)C. The product is [C:11]([C:9]1[CH:10]=[C:5]([C:1]([CH3:4])([CH3:2])[CH3:3])[C:6](=[O:16])[C:7](=[O:15])[C:8]=1[N+:17]([O-:19])=[O:18])([CH3:14])([CH3:13])[CH3:12]. The yield is 0.240. (6) The reactants are [Br:1][C:2]1[CH:9]=[CH:8][C:5]([CH2:6]Br)=[CH:4][CH:3]=1.C(N(CC)CC)C.C[C@:18]1([OH:24])[CH2:23][CH2:22][CH2:21][NH:20][CH2:19]1. The catalyst is C1COCC1. The product is [Br:1][C:2]1[CH:9]=[CH:8][C:5]([CH2:6][N:20]2[CH2:21][CH2:22][CH2:23][C@H:18]([OH:24])[CH2:19]2)=[CH:4][CH:3]=1. The yield is 0.740. (7) The reactants are [OH:1][C:2]1[CH:3]=[C:4]2[C:9](=[CH:10][C:11]=1[O:12][CH3:13])[C:8]([CH2:14][C:15]1[CH:20]=[CH:19][CH:18]=[C:17]([O:21][CH2:22][CH3:23])[CH:16]=1)=[N:7][CH:6]=[C:5]2[CH:24]=[O:25].C(=O)([O-])[O-].[K+].[K+].Br[CH2:33][CH2:34][OH:35]. The catalyst is CN(C)C=O. The product is [CH2:22]([O:21][C:17]1[CH:16]=[C:15]([CH:20]=[CH:19][CH:18]=1)[CH2:14][C:8]1[C:9]2[C:4](=[CH:3][C:2]([O:1][CH2:33][CH2:34][OH:35])=[C:11]([O:12][CH3:13])[CH:10]=2)[C:5]([CH:24]=[O:25])=[CH:6][N:7]=1)[CH3:23]. The yield is 0.520. (8) The reactants are Cl.[Cl:2][C:3]1[CH:8]=[C:7]([C:9]2[CH:14]=[CH:13][CH:12]=[C:11]([Cl:15])[CH:10]=2)[N:6]=[C:5]2[CH2:16][CH2:17][CH2:18][C:4]=12.[NH2:19][C:20]1[CH:25]=[CH:24][C:23]([CH2:26][CH2:27][CH2:28][OH:29])=[CH:22][CH:21]=1. The catalyst is C(O)(C)C. The product is [ClH:2].[Cl:15][C:11]1[CH:10]=[C:9]([C:7]2[N:6]=[C:5]3[CH2:16][CH2:17][CH2:18][C:4]3=[C:3]([NH:19][C:20]3[CH:21]=[CH:22][C:23]([CH2:26][CH2:27][CH2:28][OH:29])=[CH:24][CH:25]=3)[CH:8]=2)[CH:14]=[CH:13][CH:12]=1. The yield is 0.160. (9) The reactants are [Br:1][C:2]1[CH:3]=[C:4]([F:13])[CH:5]=[C:6]2[C:11]=1[N:10]=[C:9](O)[N:8]=[CH:7]2.NC(N)=[O:16]. The catalyst is O. The product is [Br:1][C:2]1[CH:3]=[C:4]([F:13])[CH:5]=[C:6]2[C:11]=1[N:10]([OH:16])[CH2:9][N:8]=[CH:7]2. The yield is 0.620.